Dataset: Catalyst prediction with 721,799 reactions and 888 catalyst types from USPTO. Task: Predict which catalyst facilitates the given reaction. (1) Reactant: C([O:3][C:4](=[O:33])[CH2:5][O:6][C:7]1[CH:12]=[CH:11][C:10]([C:13]([CH2:31][CH3:32])=[C:14]([C:23]2[CH:28]=[CH:27][C:26]([O:29][CH3:30])=[CH:25][CH:24]=2)[C:15]2[CH:20]=[CH:19][C:18]([O:21][CH3:22])=[CH:17][CH:16]=2)=[CH:9][CH:8]=1)C.[OH-].[Na+].C1COCC1. Product: [CH2:31]([C:13]([C:10]1[CH:9]=[CH:8][C:7]([O:6][CH2:5][C:4]([OH:33])=[O:3])=[CH:12][CH:11]=1)=[C:14]([C:23]1[CH:28]=[CH:27][C:26]([O:29][CH3:30])=[CH:25][CH:24]=1)[C:15]1[CH:20]=[CH:19][C:18]([O:21][CH3:22])=[CH:17][CH:16]=1)[CH3:32]. The catalyst class is: 14. (2) Reactant: Br[C:2]1[CH:3]=[C:4]2[C:9](=[CH:10][CH:11]=1)[C:8](=[O:12])[NH:7][C:6](=[O:13])[C:5]2=[CH:14][NH:15][C:16]1[CH:21]=[CH:20][C:19]([CH2:22][N:23]2[CH2:27][CH2:26][CH2:25][CH2:24]2)=[CH:18][CH:17]=1.[O:28]1[CH:32]=[CH:31][CH:30]=[C:29]1B(O)O.C(=O)([O-])[O-].[Cs+].[Cs+]. Product: [O:28]1[CH:32]=[CH:31][CH:30]=[C:29]1[C:2]1[CH:3]=[C:4]2[C:9](=[CH:10][CH:11]=1)[C:8](=[O:12])[NH:7][C:6](=[O:13])[C:5]2=[CH:14][NH:15][C:16]1[CH:17]=[CH:18][C:19]([CH2:22][N:23]2[CH2:24][CH2:25][CH2:26][CH2:27]2)=[CH:20][CH:21]=1. The catalyst class is: 9. (3) Reactant: [Al+3].[Cl-].[Cl-].[Cl-].[CH3:5][CH:6]1[CH2:14][C:13]2[C:8](=[CH:9][C:10]([CH3:15])=[CH:11][CH:12]=2)[C:7]1=[O:16].[Br:17]Br.Cl. Product: [Br:17][C:12]1[CH:11]=[C:10]([CH3:15])[CH:9]=[C:8]2[C:13]=1[CH2:14][CH:6]([CH3:5])[C:7]2=[O:16]. The catalyst class is: 4. (4) Reactant: [C:1]1([C@H:7]([NH:10][C:11]([C:13]2[CH:14]=[C:15]([C:22]([N:24]3[CH2:28][CH2:27][CH2:26][C@@H:25]3[C:29]([OH:31])=[O:30])=[O:23])[N:16]3[CH2:21][CH2:20][O:19][CH2:18][C:17]=23)=[O:12])[CH2:8][CH3:9])[CH:6]=[CH:5][CH:4]=[CH:3][CH:2]=1.[CH:32](O)([CH3:34])[CH3:33]. Product: [CH:32]([O:30][C:29]([C@H:25]1[CH2:26][CH2:27][CH2:28][N:24]1[C:22]([C:15]1[N:16]2[C:17]([CH2:18][O:19][CH2:20][CH2:21]2)=[C:13]([C:11](=[O:12])[NH:10][C@@H:7]([C:1]2[CH:6]=[CH:5][CH:4]=[CH:3][CH:2]=2)[CH2:8][CH3:9])[CH:14]=1)=[O:23])=[O:31])([CH3:34])[CH3:33]. The catalyst class is: 33. (5) Reactant: [CH3:1][Si:2]([CH3:9])([CH3:8])N1C=CN=C1.[C:10]1([S:16]([CH2:19][C@@H:20]([C@@H:28]2[C@:36]3([CH2:37]C)[C@H:31]([C@@H:32]([O:39][Si:40]([C:43]([CH3:46])([CH3:45])[CH3:44])([CH3:42])[CH3:41])[CH2:33][CH2:34][CH2:35]3)[CH2:30][CH2:29]2)[CH2:21][CH2:22][CH2:23][C:24]([CH3:27])([OH:26])[CH3:25])(=[O:18])=[O:17])[CH:15]=[CH:14][CH:13]=[CH:12][CH:11]=1. Product: [C:10]1([S:16]([CH2:19][C@@H:20]([C@@H:28]2[C@:36]3([CH3:37])[CH:31]([C@@H:32]([O:39][Si:40]([C:43]([CH3:45])([CH3:44])[CH3:46])([CH3:42])[CH3:41])[CH2:33][CH2:34][CH2:35]3)[CH2:30][CH2:29]2)[CH2:21][CH2:22][CH2:23][C:24]([CH3:27])([O:26][Si:2]([CH3:9])([CH3:8])[CH3:1])[CH3:25])(=[O:18])=[O:17])[CH:11]=[CH:12][CH:13]=[CH:14][CH:15]=1. The catalyst class is: 244. (6) Reactant: [C:1]([O:5][C:6](=[O:26])[NH:7][C@H:8]([C:11](=[O:25])[NH:12][C@@H:13]1[C:19](=[O:20])[NH:18][C:17]2[CH:21]=[CH:22][CH:23]=[CH:24][C:16]=2[CH2:15][CH2:14]1)[CH2:9][OH:10])([CH3:4])([CH3:3])[CH3:2].[Br:27][C:28]1[CH:29]=[C:30]2[C:35](=[CH:36][CH:37]=1)[C:34]([CH2:38]Cl)=[C:33]([O:40][CH3:41])[CH:32]=[CH:31]2.C([O-])([O-])=O.[Cs+].[Cs+].[Na+].[I-]. Product: [C:1]([O:5][C:6](=[O:26])[NH:7][C@H:8]([C:11](=[O:25])[NH:12][C@@H:13]1[C:19](=[O:20])[N:18]([CH2:38][C:34]2[C:35]3[C:30](=[CH:29][C:28]([Br:27])=[CH:37][CH:36]=3)[CH:31]=[CH:32][C:33]=2[O:40][CH3:41])[C:17]2[CH:21]=[CH:22][CH:23]=[CH:24][C:16]=2[CH2:15][CH2:14]1)[CH2:9][OH:10])([CH3:4])([CH3:2])[CH3:3]. The catalyst class is: 136. (7) Reactant: [C:1]([C:5]1[CH:6]=[C:7]2[C:12](=[C:13]([F:15])[CH:14]=1)[C:11](=[O:16])[N:10]([C:17]1[N:24]=[CH:23][CH:22]=[C:21]([C:25]3[CH:30]=[C:29]([NH:31][C:32]4[CH:36]=[C:35]([CH2:37][CH3:38])[O:34][N:33]=4)[C:28](=[O:39])[N:27]([CH3:40])[CH:26]=3)[C:18]=1[CH:19]=[O:20])[N:9]=[CH:8]2)([CH3:4])([CH3:3])[CH3:2].[BH4-].[Na+]. Product: [C:1]([C:5]1[CH:6]=[C:7]2[C:12](=[C:13]([F:15])[CH:14]=1)[C:11](=[O:16])[N:10]([C:17]1[C:18]([CH2:19][OH:20])=[C:21]([C:25]3[CH:30]=[C:29]([NH:31][C:32]4[CH:36]=[C:35]([CH2:37][CH3:38])[O:34][N:33]=4)[C:28](=[O:39])[N:27]([CH3:40])[CH:26]=3)[CH:22]=[CH:23][N:24]=1)[N:9]=[CH:8]2)([CH3:3])([CH3:2])[CH3:4]. The catalyst class is: 98. (8) Product: [CH:3]1([C:6]2[S:7][C:8]([C:14]3[CH:19]=[CH:18][CH:17]=[CH:16][CH:15]=3)=[C:9]([C:11]([Cl:28])=[O:12])[N:10]=2)[CH2:5][CH2:4]1. Reactant: N#N.[CH:3]1([C:6]2[S:7][C:8]([C:14]3[CH:19]=[CH:18][CH:17]=[CH:16][CH:15]=3)=[C:9]([C:11](O)=[O:12])[N:10]=2)[CH2:5][CH2:4]1.CN(C=O)C.C(Cl)(=O)C([Cl:28])=O. The catalyst class is: 11.